The task is: Predict the reaction yield, written as a fraction of the theoretical maximum amount of product (1.0 means a 100% yield; for example, 0.34 means a 34% yield).. This data is from Reaction yield outcomes from USPTO patents with 853,638 reactions. (1) The reactants are [Br:1][C:2]1[CH:7]=[CH:6][C:5]([CH:8]([C:13](OC)=O)[C:9]([O:11][CH3:12])=[O:10])=[C:4]([N+:17]([O-:19])=[O:18])[CH:3]=1.C=O.C([O-])([O-])=O.[K+].[K+]. The catalyst is O. The product is [Br:1][C:2]1[CH:7]=[CH:6][C:5]([C:8](=[CH2:13])[C:9]([O:11][CH3:12])=[O:10])=[C:4]([N+:17]([O-:19])=[O:18])[CH:3]=1. The yield is 0.980. (2) The reactants are [Br:1][C:2]1[CH:10]=[CH:9][CH:8]=[C:7]2[C:3]=1[C:4]([C:24]1[C:29]([OH:30])=[CH:28][CH:27]=[C:26]([O:31][CH3:32])[N:25]=1)([CH2:22]O)[C:5](=[O:21])[N:6]2[CH2:11][C:12]1[O:13][C:14]([C:17]([F:20])([F:19])[F:18])=[CH:15][CH:16]=1.C(P(CCCC)CCCC)CCC.N(C(OC(C)(C)C)=O)=NC(OC(C)(C)C)=O. The catalyst is C(OCC)(=O)C. The product is [Br:1][C:2]1[CH:10]=[CH:9][CH:8]=[C:7]2[C:3]=1[C:4]1([C:24]3=[N:25][C:26]([O:31][CH3:32])=[CH:27][CH:28]=[C:29]3[O:30][CH2:22]1)[C:5](=[O:21])[N:6]2[CH2:11][C:12]1[O:13][C:14]([C:17]([F:19])([F:18])[F:20])=[CH:15][CH:16]=1. The yield is 0.870.